Dataset: Reaction yield outcomes from USPTO patents with 853,638 reactions. Task: Predict the reaction yield, written as a fraction of the theoretical maximum amount of product (1.0 means a 100% yield; for example, 0.34 means a 34% yield). The reactants are N[C:2]1[S:3][C:4]([C:10]([O:12][CH2:13][CH3:14])=[O:11])=[C:5]([CH:7]([CH3:9])[CH3:8])[N:6]=1.B(F)(F)F.CCOCC.N(OC(C)(C)C)=O.N(OCCCC)=O.[Na].[OH-].[Na+]. The catalyst is C1COCC1.O. The product is [CH3:9][CH:7]([C:5]1[N:6]=[CH:2][S:3][C:4]=1[C:10]([O:12][CH2:13][CH3:14])=[O:11])[CH3:8]. The yield is 0.630.